From a dataset of Forward reaction prediction with 1.9M reactions from USPTO patents (1976-2016). Predict the product of the given reaction. (1) Given the reactants Br[C:2]1[CH:3]=[C:4]([CH2:8][C:9]([O:11][CH3:12])=[O:10])[CH:5]=[CH:6][CH:7]=1.[CH3:13][N:14]1[CH2:19][CH2:18][NH:17][CH2:16][CH2:15]1.C(P(C(C)(C)C)C1C=CC=CC=1C1C=CC=CC=1)(C)(C)C.[O-]P([O-])([O-])=O.[K+].[K+].[K+], predict the reaction product. The product is: [CH3:13][N:14]1[CH2:19][CH2:18][N:17]([C:2]2[CH:3]=[C:4]([CH2:8][C:9]([O:11][CH3:12])=[O:10])[CH:5]=[CH:6][CH:7]=2)[CH2:16][CH2:15]1. (2) The product is: [CH2:41]([O:40][C:38]([C:27]1([CH2:30][C:31]2[CH:32]=[CH:33][C:34]([F:37])=[CH:35][CH:36]=2)[CH2:28][CH2:29][N:24]([C:22]([CH:10]2[CH2:9][NH:8][C:13]3[CH:14]=[C:15]([Cl:21])[C:16]([N:18]([CH3:19])[CH3:20])=[CH:17][C:12]=3[O:11]2)=[O:23])[CH2:25][CH2:26]1)=[O:39])[CH3:42]. Given the reactants C(OC([N:8]1[C:13]2[CH:14]=[C:15]([Cl:21])[C:16]([N:18]([CH3:20])[CH3:19])=[CH:17][C:12]=2[O:11][CH:10]([C:22]([N:24]2[CH2:29][CH2:28][C:27]([C:38]([O:40][CH2:41][CH3:42])=[O:39])([CH2:30][C:31]3[CH:36]=[CH:35][C:34]([F:37])=[CH:33][CH:32]=3)[CH2:26][CH2:25]2)=[O:23])[CH2:9]1)=O)(C)(C)C.FC(F)(F)C(O)=O, predict the reaction product. (3) The product is: [F:9][C:10]([F:15])([F:14])[C:11](=[O:12])[CH2:2][C:1]([C:4]1[O:5][CH:6]=[CH:7][CH:8]=1)=[O:3]. Given the reactants [C:1]([C:4]1[O:5][CH:6]=[CH:7][CH:8]=1)(=[O:3])[CH3:2].[F:9][C:10]([F:15])([F:14])[C:11]([O-])=[O:12], predict the reaction product. (4) Given the reactants [Br:1][C:2]1[CH:10]=[C:9]([Cl:11])[CH:8]=[CH:7][C:3]=1[C:4](O)=[O:5], predict the reaction product. The product is: [Br:1][C:2]1[CH:10]=[C:9]([Cl:11])[CH:8]=[CH:7][C:3]=1[CH2:4][OH:5]. (5) The product is: [CH3:6][O:5][CH2:4][CH2:3][CH2:2][C@@H:14]([N:15]1[CH2:16][CH2:17][C@@H:12]([CH2:8][C:9]([OH:11])=[O:10])[CH2:13][C@H:14]1[C:18]1[CH:19]=[CH:20][C:21]([C:24]([F:26])([F:27])[F:25])=[CH:22][CH:23]=1)[C:18]1[CH:19]=[CH:20][C:21]([C:24]([F:25])([F:26])[F:27])=[CH:22][CH:23]=1. Given the reactants Br[CH2:2][CH2:3][CH2:4][O:5][CH3:6].C[CH:8]([C@@H:12]1[CH2:17][CH2:16][NH:15][C@H:14]([C:18]2[CH:23]=[CH:22][C:21]([C:24]([F:27])([F:26])[F:25])=[CH:20][CH:19]=2)[CH2:13]1)[C:9]([O-:11])=[O:10], predict the reaction product. (6) The product is: [F:38][C:34]1[CH:33]=[C:32]([CH:37]=[CH:36][CH:35]=1)[CH2:31][NH:30][C:26]1[N:25]=[C:24]([C:23]2[C:18]3[C:19](=[N:20][C:15]([NH:14][CH:11]4[CH2:10][CH2:9][CH:8]([NH2:7])[CH2:13][CH2:12]4)=[N:16][CH:17]=3)[NH:21][N:22]=2)[CH:29]=[CH:28][N:27]=1. Given the reactants C(OC(=O)[NH:7][CH:8]1[CH2:13][CH2:12][CH:11]([NH:14][C:15]2[N:20]=[C:19]3[NH:21][N:22]=[C:23]([C:24]4[CH:29]=[CH:28][N:27]=[C:26]([NH:30][CH2:31][C:32]5[CH:37]=[CH:36][CH:35]=[C:34]([F:38])[CH:33]=5)[N:25]=4)[C:18]3=[CH:17][N:16]=2)[CH2:10][CH2:9]1)(C)(C)C.Cl, predict the reaction product. (7) Given the reactants Cl[C:2]1[CH:7]=[C:6]([C:8]([F:11])([F:10])[F:9])[N:5]=[C:4]([C:12]2[CH:13]=[N:14][CH:15]=[CH:16][CH:17]=2)[N:3]=1.[NH2:18][C:19]1[CH:27]=[CH:26][CH:25]=[C:24]2[C:20]=1[CH:21]=[CH:22][NH:23]2, predict the reaction product. The product is: [NH:23]1[C:24]2[C:20](=[C:19]([NH:18][C:2]3[CH:7]=[C:6]([C:8]([F:11])([F:10])[F:9])[N:5]=[C:4]([C:12]4[CH:13]=[N:14][CH:15]=[CH:16][CH:17]=4)[N:3]=3)[CH:27]=[CH:26][CH:25]=2)[CH:21]=[CH:22]1.